This data is from Reaction yield outcomes from USPTO patents with 853,638 reactions. The task is: Predict the reaction yield, written as a fraction of the theoretical maximum amount of product (1.0 means a 100% yield; for example, 0.34 means a 34% yield). (1) The reactants are [NH2:1][C:2]1[CH:7]=[CH:6][C:5]([OH:8])=[CH:4][CH:3]=1.Cl[C:10]1[CH:15]=[CH:14][N:13]=[C:12]([CH3:16])[CH:11]=1.CC(C)([O-])C.[K+].O. The catalyst is CN1C(=O)N(C)CCC1. The product is [CH3:16][C:12]1[CH:11]=[C:10]([O:8][C:5]2[CH:6]=[CH:7][C:2]([NH2:1])=[CH:3][CH:4]=2)[CH:15]=[CH:14][N:13]=1. The yield is 0.0900. (2) The reactants are [CH3:1][C:2]1[CH:3]=[CH:4][C:5]([N:8]2[C:12]3[CH:13]=[CH:14][CH:15]=[CH:16][C:11]=3[NH:10][S:9]2(=[O:18])=[O:17])=[N:6][CH:7]=1.C(=O)([O-])[O-].[K+].[K+].C(=O)([O-])[O-].[Cs+].[Cs+].Br[CH2:32][CH2:33][CH2:34][Cl:35]. The catalyst is C(#N)C. The product is [Cl:35][CH2:34][CH2:33][CH2:32][N:10]1[C:11]2[CH:16]=[CH:15][CH:14]=[CH:13][C:12]=2[N:8]([C:5]2[CH:4]=[CH:3][C:2]([CH3:1])=[CH:7][N:6]=2)[S:9]1(=[O:18])=[O:17]. The yield is 0.740. (3) The reactants are [C:1]([OH:4])(=[O:3])[CH3:2].C(C1C=CC(C2C=CC(O)=C(C3NC4C=CC(C(N)=N)=CC=4N=3)C=2)=CC=1)(=N)N.O[NH:34][C:35]([C:37]1[CH:63]=[CH:62][C:40]2[NH:41][C:42]([C:44]3[CH:45]=[C:46]([C:52]4[CH:57]=[CH:56][C:55]([C:58](=[NH:61])[NH:59]O)=[CH:54][CH:53]=4)[CH:47]=[CH:48][C:49]=3[O:50][CH3:51])=[N:43][C:39]=2[CH:38]=1)=[NH:36]. No catalyst specified. The product is [C:1]([OH:4])(=[O:3])[CH3:2].[C:58]([C:55]1[CH:54]=[CH:53][C:52]([C:46]2[CH:47]=[CH:48][C:49]([O:50][CH3:51])=[C:44]([C:42]3[NH:41][C:40]4[CH:62]=[CH:63][C:37]([C:35]([NH2:36])=[NH:34])=[CH:38][C:39]=4[N:43]=3)[CH:45]=2)=[CH:57][CH:56]=1)(=[NH:59])[NH2:61]. The yield is 0.620. (4) The reactants are [C:1]([O:5][C:6]([NH:8][C:9]1[CH:10]=[N:11][CH:12]=[CH:13][C:14]=1B(O)O)=[O:7])([CH3:4])([CH3:3])[CH3:2].Br[C:19]1[C:20]2[O:29][C:28]([CH2:30][N:31]3[CH2:36][CH2:35][N:34]([S:37]([CH3:40])(=[O:39])=[O:38])[CH2:33][CH2:32]3)=[CH:27][C:21]=2[C:22](=[O:26])[N:23]([CH3:25])[CH:24]=1.IC1C(=O)N(C)C=C(I)C=1OC.C(=O)([O-])[O-].[Na+].[Na+]. The catalyst is C(OCC)(=O)C.O.C1C=CC([P]([Pd]([P](C2C=CC=CC=2)(C2C=CC=CC=2)C2C=CC=CC=2)([P](C2C=CC=CC=2)(C2C=CC=CC=2)C2C=CC=CC=2)[P](C2C=CC=CC=2)(C2C=CC=CC=2)C2C=CC=CC=2)(C2C=CC=CC=2)C2C=CC=CC=2)=CC=1. The product is [C:1]([O:5][C:6](=[O:7])[NH:8][C:9]1[CH:10]=[N:11][CH:12]=[CH:13][C:14]=1[C:19]1[C:20]2[O:29][C:28]([CH2:30][N:31]3[CH2:36][CH2:35][N:34]([S:37]([CH3:40])(=[O:38])=[O:39])[CH2:33][CH2:32]3)=[CH:27][C:21]=2[C:22](=[O:26])[N:23]([CH3:25])[CH:24]=1)([CH3:4])([CH3:3])[CH3:2]. The yield is 0.0368. (5) The reactants are [NH2:1][C:2]1([C:8]([OH:10])=[O:9])[CH2:7][CH2:6][CH2:5][CH2:4][CH2:3]1.O.[C:12](=[O:15])([O-])[O-:13].[K+].[K+]. The catalyst is O1CCCC1.CN(C1C=CN=CC=1)C. The product is [C:2]([O:13][C:12]([NH:1][C:2]1([C:8]([OH:10])=[O:9])[CH2:7][CH2:6][CH2:5][CH2:4][CH2:3]1)=[O:15])([CH3:8])([CH3:7])[CH3:3]. The yield is 0.210. (6) The reactants are [CH:1]([C:3]1[CH:8]=[CH:7][C:6](/[CH:9]=[CH:10]/[C:11]([OH:13])=[O:12])=[CH:5][CH:4]=1)=O.[Cl:14][C:15]1[CH:16]=[C:17]([NH2:21])[CH:18]=[CH:19][CH:20]=1.C([Sn](Cl)(Cl)CCCC)CCC.C1([SiH3])C=CC=CC=1. The catalyst is C1COCC1.CO. The product is [Cl:14][C:15]1[CH:16]=[C:17]([NH:21][CH2:1][C:3]2[CH:8]=[CH:7][C:6](/[CH:9]=[CH:10]/[C:11]([OH:13])=[O:12])=[CH:5][CH:4]=2)[CH:18]=[CH:19][CH:20]=1. The yield is 0.760. (7) The reactants are [CH3:1][S:2](Cl)(=[O:4])=[O:3].[C:6]([O:10][C:11](=[O:20])[NH:12][C@H:13]1[CH2:18][CH2:17][C@H:16]([OH:19])[CH2:15][CH2:14]1)([CH3:9])([CH3:8])[CH3:7].C(N(CC)CC)C. The catalyst is ClCCl.C(=O)([O-])O.[Na+]. The product is [C:6]([O:10][C:11]([NH:12][C@H:13]1[CH2:14][CH2:15][C@H:16]([O:19][S:2]([CH3:1])(=[O:4])=[O:3])[CH2:17][CH2:18]1)=[O:20])([CH3:9])([CH3:7])[CH3:8]. The yield is 1.00. (8) The reactants are C(NC(C)C)(C)C.C([Li])CCC.CCCCCC.[Cl:19][C:20]1[CH:21]=[C:22]([CH:26]([O:29][Si](C)(C)C)[C:27]#N)[CH:23]=[CH:24][CH:25]=1.[C:34]([O:38][C:39]([N:41]1[CH2:45][CH2:44][CH2:43][C@H:42]1CI)=[O:40])([CH3:37])([CH3:36])[CH3:35]. The catalyst is C1COCC1. The product is [C:34]([O:38][C:39]([N:41]1[CH2:45][CH2:44][CH2:43][C@@H:42]1[CH2:27][C:26]([C:22]1[CH:23]=[CH:24][CH:25]=[C:20]([Cl:19])[CH:21]=1)=[O:29])=[O:40])([CH3:37])([CH3:35])[CH3:36]. The yield is 0.310. (9) The reactants are [C:1]([NH:8][C@H:9]([C:18]([OH:20])=O)[CH2:10][C:11]1[CH:16]=[CH:15][C:14]([OH:17])=[CH:13][CH:12]=1)([O:3][C:4]([CH3:7])([CH3:6])[CH3:5])=[O:2].CN(C(ON1N=NC2C=CC=NC1=2)=[N+](C)C)C.F[P-](F)(F)(F)(F)F.CN1CCOCC1.[NH:52]1[CH2:56][CH2:55][CH2:54][CH:53]1[CH2:57][C:58]1[C:62]2[CH:63]=[CH:64][CH:65]=[CH:66][C:61]=2[O:60][C:59]=1[CH2:67][CH2:68][CH2:69][OH:70]. The catalyst is CN1C(=O)CCC1.O. The product is [C:4]([O:3][C:1](=[O:2])[NH:8][CH:9]([CH2:10][C:11]1[CH:12]=[CH:13][C:14]([OH:17])=[CH:15][CH:16]=1)[C:18]([N:52]1[CH2:56][CH2:55][CH2:54][CH:53]1[CH2:57][C:58]1[C:62]2[CH:63]=[CH:64][CH:65]=[CH:66][C:61]=2[O:60][C:59]=1[CH2:67][CH2:68][CH2:69][OH:70])=[O:20])([CH3:5])([CH3:6])[CH3:7]. The yield is 0.920.